This data is from Reaction yield outcomes from USPTO patents with 853,638 reactions. The task is: Predict the reaction yield, written as a fraction of the theoretical maximum amount of product (1.0 means a 100% yield; for example, 0.34 means a 34% yield). (1) The reactants are [CH3:1][N:2]1[C:10]2[C:5](=[CH:6][CH:7]=[CH:8][CH:9]=2)[C:4](C(O)=O)=[CH:3]1.C([N:16]([CH2:19]C)CC)C.C1(P(N=[N+]=[N-])(C2C=CC=CC=2)=[O:28])C=CC=CC=1.[C:38]1([C:44]2[N:48]=[C:47]([N:49]3[CH2:54][CH2:53][NH:52][CH2:51][CH2:50]3)[S:46][N:45]=2)[CH:43]=[CH:42][CH:41]=[CH:40][CH:39]=1. The catalyst is C1(C)C=CC=CC=1.O. The product is [CH3:1][N:2]1[C:10]2[C:5](=[CH:6][CH:7]=[CH:8][CH:9]=2)[C:4]([NH:16][C:19]([N:52]2[CH2:53][CH2:54][N:49]([C:47]3[S:46][N:45]=[C:44]([C:38]4[CH:39]=[CH:40][CH:41]=[CH:42][CH:43]=4)[N:48]=3)[CH2:50][CH2:51]2)=[O:28])=[CH:3]1. The yield is 0.179. (2) The reactants are Cl.[CH3:2][O:3][C:4](=[O:11])[C@H:5]([CH2:7][CH:8]([CH3:10])[CH3:9])[NH2:6].[N:12]1[CH:17]=CC=CC=1.C(Cl)(Cl)=[O:19].C1(C)C=CC=CC=1.Cl. The catalyst is C(Cl)Cl. The product is [CH3:2][O:3][C:4](=[O:11])[C@:5]([N:12]=[C:17]=[O:19])([CH2:7][CH:8]([CH3:10])[CH3:9])[NH2:6]. The yield is 0.860. (3) The reactants are [CH2:1]([N:8]([CH2:12][CH:13]1[O:18][C:17]2[CH:19]=[C:20]([S:23]([CH3:26])(=[O:25])=[O:24])[CH:21]=[CH:22][C:16]=2[CH2:15][O:14]1)CCC)[C:2]1C=CC=C[CH:3]=1.CC(O)=O. The catalyst is [Pd].CCO. The product is [CH3:26][S:23]([C:20]1[CH:21]=[CH:22][C:16]2[CH2:15][O:14][CH:13]([CH2:12][NH:8][CH2:1][CH2:2][CH3:3])[O:18][C:17]=2[CH:19]=1)(=[O:24])=[O:25]. The yield is 0.710. (4) The reactants are C[O:2][C:3]1[CH:8]=[CH:7][C:6]([N:9]2[C:13]3[CH:14]=[CH:15][CH:16]=[CH:17][C:12]=3[N:11]=[C:10]2[C:18]2[CH:22]=[CH:21][S:20][C:19]=2[CH3:23])=[CH:5][CH:4]=1.B(Br)(Br)Br. The catalyst is C(Cl)Cl. The product is [CH3:23][C:19]1[S:20][CH:21]=[CH:22][C:18]=1[C:10]1[N:9]([C:6]2[CH:5]=[CH:4][C:3]([OH:2])=[CH:8][CH:7]=2)[C:13]2[CH:14]=[CH:15][CH:16]=[CH:17][C:12]=2[N:11]=1. The yield is 0.350. (5) The reactants are [CH3:1][O:2][C:3]1[CH:4]=[C:5]([CH:11]([N:16]2[CH2:24][C:23]3[C:18](=[CH:19][CH:20]=[CH:21][CH:22]=3)[C:17]2=[O:25])[CH2:12][C:13](O)=[O:14])[CH:6]=[CH:7][C:8]=1[O:9][CH3:10].C(N1C=CN=C1)([N:28]1C=CN=C1)=O. The catalyst is O1CCCC1. The product is [CH3:1][O:2][C:3]1[CH:4]=[C:5]([CH:11]([N:16]2[CH2:24][C:23]3[C:18](=[CH:19][CH:20]=[CH:21][CH:22]=3)[C:17]2=[O:25])[CH2:12][C:13]([NH2:28])=[O:14])[CH:6]=[CH:7][C:8]=1[O:9][CH3:10]. The yield is 0.220. (6) The reactants are Cl[C:2]1[CH:7]=[CH:6][C:5]([N+:8]([O-:10])=[O:9])=[CH:4][C:3]=1[S:11]([NH2:14])(=[O:13])=[O:12].C(=O)([O-])[O-].[NH4+:19].[NH4+].[OH-].[NH4+]. The catalyst is S([O-])([O-])(=O)=O.[Cu+2]. The product is [NH2:19][C:2]1[CH:7]=[CH:6][C:5]([N+:8]([O-:10])=[O:9])=[CH:4][C:3]=1[S:11]([NH2:14])(=[O:13])=[O:12]. The yield is 0.610. (7) The reactants are [C:1]12([NH:7][C:8]3[C:13]([C:14]#[N:15])=[CH:12][N:11]=[C:10]([S:16][CH3:17])[N:9]=3)[CH2:6][CH:4]([CH2:5]1)[CH2:3][CH2:2]2.[OH:18]O.[OH-].[Na+]. The catalyst is CS(C)=O. The product is [C:1]12([NH:7][C:8]3[C:13]([C:14]([NH2:15])=[O:18])=[CH:12][N:11]=[C:10]([S:16][CH3:17])[N:9]=3)[CH2:5][CH:4]([CH2:6]1)[CH2:3][CH2:2]2. The yield is 0.930.